From a dataset of Reaction yield outcomes from USPTO patents with 853,638 reactions. Predict the reaction yield, written as a fraction of the theoretical maximum amount of product (1.0 means a 100% yield; for example, 0.34 means a 34% yield). (1) The reactants are C([C@@H:4]1[CH2:9][CH2:8][CH2:7][C@H:6]([NH:10][C:11](=[O:20])[O:12][CH2:13][C:14]2[CH:19]=[CH:18][CH:17]=[CH:16][CH:15]=2)[CH2:5]1)(=O)N.FC(F)(F)C(OC1C(OC(=O)C(F)(F)F)=C(I)C=CC=1)=O.C(#[N:44])C. The catalyst is O. The product is [NH2:44][C@@H:4]1[CH2:9][CH2:8][CH2:7][C@H:6]([NH:10][C:11](=[O:20])[O:12][CH2:13][C:14]2[CH:19]=[CH:18][CH:17]=[CH:16][CH:15]=2)[CH2:5]1. The yield is 0.750. (2) The reactants are [CH:1]1([CH:7]([NH:20][C:21]2[CH:29]=[CH:28][C:24](C(O)=O)=[CH:23][CH:22]=2)[C:8]2[O:9][C:10]3[CH:17]=[CH:16][C:15]([O:18][CH3:19])=[CH:14][C:11]=3[C:12]=2[CH3:13])[CH2:6][CH2:5][CH2:4][CH2:3][CH2:2]1.CNC[CH2:33][C:34]([O:36][CH2:37][CH3:38])=[O:35].O.ON1C2C=CC=CC=2N=N1.Cl.C(N=C=NCCCN(C)C)C.Cl.[CH3:63][N:64]([CH3:67])[CH:65]=[O:66]. The catalyst is C(N(CC)CC)C. The product is [CH:1]1([CH:7]([NH:20][C:21]2[CH:29]=[CH:28][C:24]([C:65]([N:64]([CH3:67])[CH2:63][CH2:33][C:34]([O:36][CH2:37][CH3:38])=[O:35])=[O:66])=[CH:23][CH:22]=2)[C:8]2[O:9][C:10]3[CH:17]=[CH:16][C:15]([O:18][CH3:19])=[CH:14][C:11]=3[C:12]=2[CH3:13])[CH2:6][CH2:5][CH2:4][CH2:3][CH2:2]1. The yield is 0.840. (3) The reactants are [NH2:1][C:2]1[CH:9]=[CH:8][CH:7]=[CH:6][C:3]=1[CH2:4][NH2:5].F[C:11]1[CH:19]=[N:18][CH:17]=[CH:16][C:12]=1[C:13]([OH:15])=[O:14]. No catalyst specified. The product is [NH2:1][C:2]1[CH:9]=[CH:8][CH:7]=[CH:6][C:3]=1[CH2:4][NH:5][C:16]1[CH:17]=[N:18][CH:19]=[CH:11][C:12]=1[C:13]([OH:15])=[O:14]. The yield is 0.0900. (4) The reactants are [CH2:1]([N:10]1[C:15](=[O:16])[C:14]([CH2:17]OS(C)(=O)=O)=[CH:13][C:12]([C:23]2[CH:28]=[CH:27][C:26]([F:29])=[C:25]([CH3:30])[CH:24]=2)=[N:11]1)[CH:2]=[CH:3][C:4]1[CH:9]=[CH:8][CH:7]=[CH:6][CH:5]=1.[CH3:31][NH:32][CH3:33]. No catalyst specified. The product is [CH2:1]([N:10]1[C:15](=[O:16])[C:14]([CH2:17][N:32]([CH3:33])[CH3:31])=[CH:13][C:12]([C:23]2[CH:28]=[CH:27][C:26]([F:29])=[C:25]([CH3:30])[CH:24]=2)=[N:11]1)[CH:2]=[CH:3][C:4]1[CH:9]=[CH:8][CH:7]=[CH:6][CH:5]=1. The yield is 0.909. (5) The reactants are Br[C:2]1[CH:3]=[C:4]2[N:10]=[C:9]([NH:11][C:12](=[O:14])[CH3:13])[S:8][C:5]2=[N:6][CH:7]=1.[CH3:15][C:16]([O:19][C:20]([N:22]1[CH2:28][C:27]2[CH:29]=[C:30](B(O)O)[CH:31]=[CH:32][C:26]=2[O:25][CH2:24][CH2:23]1)=[O:21])([CH3:18])[CH3:17].C(N(C(C)C)CC)(C)C. The catalyst is O1CCOCC1.O.C(=O)(O)[O-].[Na+]. The product is [C:12]([NH:11][C:9]1[S:8][C:5]2[C:4]([N:10]=1)=[CH:3][C:2]([C:30]1[CH:31]=[CH:32][C:26]3[O:25][CH2:24][CH2:23][N:22]([C:20]([O:19][C:16]([CH3:17])([CH3:15])[CH3:18])=[O:21])[CH2:28][C:27]=3[CH:29]=1)=[CH:7][N:6]=2)(=[O:14])[CH3:13]. The yield is 0.900.